This data is from Full USPTO retrosynthesis dataset with 1.9M reactions from patents (1976-2016). The task is: Predict the reactants needed to synthesize the given product. (1) Given the product [Cl:1][C:2]1[CH:7]=[C:6]([CH:8]([OH:10])[CH3:9])[CH:5]=[CH:4][N:3]=1, predict the reactants needed to synthesize it. The reactants are: [Cl:1][C:2]1[CH:7]=[C:6]([C:8](=[O:10])[CH3:9])[CH:5]=[CH:4][N:3]=1.[BH4-].[Na+]. (2) Given the product [F:1][C:2]([F:21])([C:14]1[CH:19]=[CH:18][C:17]([F:20])=[CH:16][CH:15]=1)[C:3]1[N:8]=[C:7]([OH:23])[C:6]2[C:5]([CH:4]=1)=[CH:12][CH:11]=[CH:10][CH:9]=2, predict the reactants needed to synthesize it. The reactants are: [F:1][C:2]([F:21])([C:14]1[CH:19]=[CH:18][C:17]([F:20])=[CH:16][CH:15]=1)[C:3](=O)[CH2:4][C:5]1[CH:12]=[CH:11][CH:10]=[CH:9][C:6]=1[C:7]#[N:8].S(=O)(=O)(O)[OH:23]. (3) Given the product [F:1][C:2]1[CH:3]=[C:4]([CH:12]2[CH2:17][N:16]([C:18]([N:34]3[CH2:39][CH2:38][S:37][CH2:36][CH2:35]3)=[O:20])[CH2:15][CH:14]([C:30]([O:32][CH3:33])=[O:31])[CH2:13]2)[CH:5]=[CH:6][C:7]=1[C:8]([F:11])([F:9])[F:10], predict the reactants needed to synthesize it. The reactants are: [F:1][C:2]1[CH:3]=[C:4]([CH:12]2[CH2:17][N:16]([C:18]([O:20]C3C=CC([N+]([O-])=O)=CC=3)=O)[CH2:15][CH:14]([C:30]([O:32][CH3:33])=[O:31])[CH2:13]2)[CH:5]=[CH:6][C:7]=1[C:8]([F:11])([F:10])[F:9].[NH:34]1[CH2:39][CH2:38][S:37][CH2:36][CH2:35]1.C(N(CC)C(C)C)(C)C.CN1CCCC1=O. (4) Given the product [CH2:45]([S:52][C:7]1[CH:8]=[C:9]2[C:14](=[CH:15][C:16]=1[F:17])[C:13]([C:18]1[C:23]([O:24][CH3:25])=[CH:22][C:21]([C:26]3[CH:31]=[CH:30][CH:29]=[C:28]([F:32])[CH:27]=3)=[C:20]([Cl:33])[CH:19]=1)=[N:12][CH:11]=[CH:10]2)[C:46]1[CH:51]=[CH:50][CH:49]=[CH:48][CH:47]=1, predict the reactants needed to synthesize it. The reactants are: FC(F)(F)S(O[C:7]1[CH:8]=[C:9]2[C:14](=[CH:15][C:16]=1[F:17])[C:13]([C:18]1[C:23]([O:24][CH3:25])=[CH:22][C:21]([C:26]3[CH:31]=[CH:30][CH:29]=[C:28]([F:32])[CH:27]=3)=[C:20]([Cl:33])[CH:19]=1)=[N:12][CH:11]=[CH:10]2)(=O)=O.CCN(C(C)C)C(C)C.[CH2:45]([SH:52])[C:46]1[CH:51]=[CH:50][CH:49]=[CH:48][CH:47]=1. (5) The reactants are: [F:1][C:2]1[CH:3]=[CH:4][C:5]([CH2:8][C:9]([O:11][C:12]([CH3:15])([CH3:14])[CH3:13])=[O:10])=[N:6][CH:7]=1.[H-].[Na+].Cl[C:19]([C:29]1[CH:34]=[CH:33][C:32]([O:35][CH3:36])=[C:31]([O:37][CH3:38])[CH:30]=1)=[C:20]([C:25](OC)=[O:26])[C:21]([O:23][CH3:24])=[O:22]. Given the product [CH3:38][O:37][C:31]1[CH:30]=[C:29]([C:19]2[C:8]([C:9]([O:11][C:12]([CH3:15])([CH3:14])[CH3:13])=[O:10])=[C:5]3[N:6]([C:25](=[O:26])[C:20]=2[C:21]([O:23][CH3:24])=[O:22])[CH:7]=[C:2]([F:1])[CH:3]=[CH:4]3)[CH:34]=[CH:33][C:32]=1[O:35][CH3:36], predict the reactants needed to synthesize it.